From a dataset of Full USPTO retrosynthesis dataset with 1.9M reactions from patents (1976-2016). Predict the reactants needed to synthesize the given product. (1) Given the product [OH:56][CH2:55][CH2:54][C:52]1[N:51]=[N:50][N:49]([C:47]2[CH:46]=[CH:45][C:44]([CH3:57])=[C:43]([C:41]([C:38]3[CH:39]=[CH:40][C:35]([NH:67][C:63]4[CH:64]=[CH:65][CH:66]=[C:61]([C:60]([F:59])([F:68])[F:69])[CH:62]=4)=[CH:36][C:37]=3[CH3:58])=[O:42])[CH:48]=2)[CH:53]=1, predict the reactants needed to synthesize it. The reactants are: FC1C=C(F)C=CC=1NC1C=CC(C(C2C=C(N3C=C(CCO)N=N3)C=CC=2C)=O)=C(C)C=1.Br[C:35]1[CH:40]=[CH:39][C:38]([C:41]([C:43]2[CH:48]=[C:47]([N:49]3[CH:53]=[C:52]([CH2:54][CH2:55][OH:56])[N:51]=[N:50]3)[CH:46]=[CH:45][C:44]=2[CH3:57])=[O:42])=[C:37]([CH3:58])[CH:36]=1.[F:59][C:60]([F:69])([F:68])[C:61]1[CH:62]=[C:63]([NH2:67])[CH:64]=[CH:65][CH:66]=1. (2) Given the product [S:3]1[C:4]2[CH:10]=[CH:9][CH:8]=[CH:7][C:5]=2[NH:6][C:2]1=[C:12]([C:11]#[N:15])[C:13]#[N:14], predict the reactants needed to synthesize it. The reactants are: Cl[C:2]1[S:3][C:4]2[CH:10]=[CH:9][CH:8]=[CH:7][C:5]=2[N:6]=1.[C:11](#[N:15])[CH2:12][C:13]#[N:14].[O-]CC.[Na+].Cl. (3) Given the product [CH3:31][N:8]([C@@H:9]1[CH2:13][CH2:12][N:11]([C:14]2[C:15]3[CH:22]=[CH:21][N:20]([CH2:23][O:24][CH2:25][CH2:26][Si:27]([CH3:30])([CH3:29])[CH3:28])[C:16]=3[N:17]=[CH:18][N:19]=2)[CH2:10]1)[C:5]1[CH:4]=[N:3][C:2]([N:32]2[CH2:37][CH2:36][O:35][CH2:34][CH2:33]2)=[CH:7][N:6]=1, predict the reactants needed to synthesize it. The reactants are: Br[C:2]1[N:3]=[CH:4][C:5]([N:8]([CH3:31])[C@@H:9]2[CH2:13][CH2:12][N:11]([C:14]3[C:15]4[CH:22]=[CH:21][N:20]([CH2:23][O:24][CH2:25][CH2:26][Si:27]([CH3:30])([CH3:29])[CH3:28])[C:16]=4[N:17]=[CH:18][N:19]=3)[CH2:10]2)=[N:6][CH:7]=1.[NH:32]1[CH2:37][CH2:36][O:35][CH2:34][CH2:33]1.O.